From a dataset of Reaction yield outcomes from USPTO patents with 853,638 reactions. Predict the reaction yield, written as a fraction of the theoretical maximum amount of product (1.0 means a 100% yield; for example, 0.34 means a 34% yield). The reactants are [NH:1]1[C:5]2[CH:6]=[CH:7][CH:8]=[CH:9][C:4]=2[N:3]=[C:2]1[CH2:10][O:11][C:12]1[CH:19]=[C:18]([O:20][CH3:21])[C:17]([C:22]2[S:23][CH:24]=[CH:25][CH:26]=2)=[CH:16][C:13]=1[CH:14]=O.[C:27]([C:30]1[CH:35]=[CH:34][C:33]([S:36]([NH2:39])(=[O:38])=[O:37])=[CH:32][CH:31]=1)(=[O:29])[CH3:28]. No catalyst specified. The product is [NH:3]1[C:4]2[CH:9]=[CH:8][CH:7]=[CH:6][C:5]=2[N:1]=[C:2]1[CH2:10][O:11][C:12]1[CH:19]=[C:18]([O:20][CH3:21])[C:17]([C:22]2[S:23][CH:24]=[CH:25][CH:26]=2)=[CH:16][C:13]=1/[CH:14]=[CH:28]/[C:27]([C:30]1[CH:31]=[CH:32][C:33]([S:36]([NH2:39])(=[O:38])=[O:37])=[CH:34][CH:35]=1)=[O:29]. The yield is 0.560.